This data is from Full USPTO retrosynthesis dataset with 1.9M reactions from patents (1976-2016). The task is: Predict the reactants needed to synthesize the given product. (1) Given the product [Cl:15][C:16]1[CH:21]=[CH:20][C:19]([C:22]2[CH:23]=[CH:24][C:25]([C:28]([NH:30][CH2:31][CH2:32][C:33]([O:35][CH2:36][CH3:37])=[O:34])=[O:29])=[N:26][CH:27]=2)=[C:18]([CH2:38][NH:53][C:50]2[CH:49]=[CH:48][C:47]([C:44]3[CH:45]=[CH:46][C:41]([Cl:40])=[CH:42][CH:43]=3)=[CH:52][CH:51]=2)[CH:17]=1, predict the reactants needed to synthesize it. The reactants are: [BH-](OC(C)=O)(OC(C)=O)OC(C)=O.[Na+].[Cl:15][C:16]1[CH:21]=[CH:20][C:19]([C:22]2[CH:23]=[CH:24][C:25]([C:28]([NH:30][CH2:31][CH2:32][C:33]([O:35][CH2:36][CH3:37])=[O:34])=[O:29])=[N:26][CH:27]=2)=[C:18]([CH:38]=O)[CH:17]=1.[Cl:40][C:41]1[CH:46]=[CH:45][C:44]([C:47]2[CH:52]=[CH:51][C:50]([NH2:53])=[CH:49][CH:48]=2)=[CH:43][CH:42]=1.CC(O)=O. (2) Given the product [CH2:8]([O:14][C:15](=[O:16])[N:3]([CH2:4][CH3:5])[CH2:1][CH3:2])[CH2:9][CH:10]=[CH:11][CH2:12][CH3:13], predict the reactants needed to synthesize it. The reactants are: [CH2:1]([NH:3][CH2:4][CH3:5])[CH3:2].[OH-].[Na+].[CH2:8]([O:14][C:15](Cl)=[O:16])[CH2:9][CH:10]=[CH:11][CH2:12][CH3:13]. (3) Given the product [CH2:7]([NH:9][C:10]1[C:15]([CH2:16][OH:17])=[C:14]([CH3:21])[N:13]=[C:12]([S:22][CH3:23])[N:11]=1)[CH3:8], predict the reactants needed to synthesize it. The reactants are: [H-].[Al+3].[Li+].[H-].[H-].[H-].[CH2:7]([NH:9][C:10]1[C:15]([C:16](OCC)=[O:17])=[C:14]([CH3:21])[N:13]=[C:12]([S:22][CH3:23])[N:11]=1)[CH3:8]. (4) The reactants are: [F:1][C:2]1[CH:7]=[C:6]([F:8])[CH:5]=[CH:4][C:3]=1[N:9]1[C:17]2[CH:16]3[CH2:18][CH:13]([CH2:14][CH2:15]3)[C:12]=2[C:11]([C:19](=[N:22][C:23](=O)[C:24]([CH3:27])([CH3:26])[CH3:25])OC)=[N:10]1.O.[NH2:30][NH2:31]. Given the product [C:24]([C:23]1[NH:31][N:30]=[C:19]([C:11]2[C:12]3[CH:13]4[CH2:18][CH:16]([CH2:15][CH2:14]4)[C:17]=3[N:9]([C:3]3[CH:4]=[CH:5][C:6]([F:8])=[CH:7][C:2]=3[F:1])[N:10]=2)[N:22]=1)([CH3:27])([CH3:26])[CH3:25], predict the reactants needed to synthesize it. (5) Given the product [Cl:24][CH2:25][C:6]1[CH:7]=[C:8]([O:9][CH3:10])[C:3]([O:2][CH3:1])=[CH:4][C:5]=1[CH2:11][CH2:12][NH:13][C:14](=[O:19])[C:15]([F:17])([F:18])[F:16], predict the reactants needed to synthesize it. The reactants are: [CH3:1][O:2][C:3]1[CH:4]=[C:5]([CH2:11][CH2:12][NH:13][C:14](=[O:19])[C:15]([F:18])([F:17])[F:16])[CH:6]=[CH:7][C:8]=1[O:9][CH3:10].C=O.Cl.O.[Cl:24][CH2:25]Cl. (6) Given the product [NH2:26][C@@H:11]([C:12]([OH:14])=[O:13])[CH2:10][C:3]1[C:4]2[C:9](=[CH:8][CH:7]=[CH:6][CH:5]=2)[NH:1][CH:2]=1, predict the reactants needed to synthesize it. The reactants are: [NH:1]1[C:9]2[C:4](=[CH:5][CH:6]=[CH:7][CH:8]=2)[C:3]([CH2:10][C:11](=O)[C:12]([O-:14])=[O:13])=[CH:2]1.[As](=O)([O-])([O-])[O-].[Na+].[Na+].[Na+].C(N(CC(O)=O)CC(O)=O)C[N:26](CC(O)=O)CC(O)=O.B([O-])([O-])[O-].B([O-])([O-])[O-].B([O-])([O-])[O-].B([O-])([O-])[O-].[Na+].[Na+].[Na+].[Na+].[Na+].[Na+].[Na+].[Na+].[Na+].[Na+].[Na+].[Na+].